Dataset: TCR-epitope binding with 47,182 pairs between 192 epitopes and 23,139 TCRs. Task: Binary Classification. Given a T-cell receptor sequence (or CDR3 region) and an epitope sequence, predict whether binding occurs between them. (1) The epitope is ALLADKFPV. The TCR CDR3 sequence is CASSLAPMTEPQHF. Result: 0 (the TCR does not bind to the epitope). (2) The epitope is SGPLKAEIAQRLED. The TCR CDR3 sequence is CASSSVDRVITDTQYF. Result: 0 (the TCR does not bind to the epitope). (3) The epitope is KAYNVTQAF. The TCR CDR3 sequence is CASASGGFGDEQYF. Result: 0 (the TCR does not bind to the epitope). (4) The epitope is IVTDFSVIK. The TCR CDR3 sequence is CASSWGGAAQFF. Result: 1 (the TCR binds to the epitope). (5) The epitope is KLGGALQAK. The TCR CDR3 sequence is CASSVGGGGNEQFF. Result: 0 (the TCR does not bind to the epitope). (6) The epitope is HPVGEADYFEY. The TCR CDR3 sequence is CASMSRDLNTGELFF. Result: 0 (the TCR does not bind to the epitope).